This data is from Forward reaction prediction with 1.9M reactions from USPTO patents (1976-2016). The task is: Predict the product of the given reaction. (1) Given the reactants [C:1]([C:4]1[CH:9]=[CH:8][C:7](B(O)O)=[CH:6][CH:5]=1)([OH:3])=[O:2].Br[C:14]1[CH:15]=[C:16]([CH:25]=[CH:26][CH:27]=1)[CH2:17][N:18]1[CH2:23][CH2:22][N:21]([CH3:24])[CH2:20][CH2:19]1.C(=O)([O-])[O-].[K+].[K+], predict the reaction product. The product is: [CH3:24][N:21]1[CH2:22][CH2:23][N:18]([CH2:17][C:16]2[CH:15]=[C:14]([C:7]3[CH:8]=[CH:9][C:4]([C:1]([OH:3])=[O:2])=[CH:5][CH:6]=3)[CH:27]=[CH:26][CH:25]=2)[CH2:19][CH2:20]1. (2) The product is: [Cl:4][C:12]1[CH:11]=[C:10]2[C:15](=[CH:14][CH:13]=1)[O:6][CH2:7][C@H:8]([NH:16][C:17](=[O:22])[C:18]([F:21])([F:19])[F:20])[CH2:9]2. Given the reactants S(Cl)([Cl:4])(=O)=O.[O:6]1[C:15]2[C:10](=[CH:11][CH:12]=[CH:13][CH:14]=2)[CH2:9][C@@H:8]([NH:16][C:17](=[O:22])[C:18]([F:21])([F:20])[F:19])[CH2:7]1.C(=O)([O-])O.[Na+], predict the reaction product. (3) Given the reactants [S:1]1[C:5]2[CH:6]=[CH:7][CH:8]=[CH:9][C:4]=2[C:3]([N:10]2[CH2:15][CH2:14][N:13]([CH2:16][CH2:17][C:18]3[CH:26]=[C:25]4[C:21]([CH2:22][CH2:23][CH:24]4[NH2:27])=[CH:20][CH:19]=3)[CH2:12][CH2:11]2)=[N:2]1.CCN(CC)CC.[C:35](Cl)(=[O:37])[CH3:36], predict the reaction product. The product is: [S:1]1[C:5]2[CH:6]=[CH:7][CH:8]=[CH:9][C:4]=2[C:3]([N:10]2[CH2:15][CH2:14][N:13]([CH2:16][CH2:17][C:18]3[CH:26]=[C:25]4[C:21]([CH2:22][CH2:23][CH:24]4[NH:27][C:35](=[O:37])[CH3:36])=[CH:20][CH:19]=3)[CH2:12][CH2:11]2)=[N:2]1. (4) Given the reactants FC(F)(F)C(OC(=O)C(F)(F)F)=O.CS(C)=O.[Cl:18][C:19]1[C:24]([CH:25]([OH:30])[C:26]([O:28][CH3:29])=[O:27])=[C:23]([CH3:31])[N:22]=[C:21]2[NH:32][C:33]([CH3:36])=[C:34]([CH3:35])[C:20]=12.C(N(CC)CC)C.[Cl-].[NH4+], predict the reaction product. The product is: [Cl:18][C:19]1[C:24]([C:25](=[O:30])[C:26]([O:28][CH3:29])=[O:27])=[C:23]([CH3:31])[N:22]=[C:21]2[NH:32][C:33]([CH3:36])=[C:34]([CH3:35])[C:20]=12. (5) Given the reactants [CH2:1]([O:3][C:4]([C:6]1[CH:11]=[CH:10][C:9]([C:12]2[CH:17]=[C:16]([N+:18]([O-])=O)[CH:15]=[CH:14][C:13]=2[O:21][CH3:22])=[CH:8][CH:7]=1)=[O:5])[CH3:2].[ClH:23], predict the reaction product. The product is: [ClH:23].[CH2:1]([O:3][C:4]([C:6]1[CH:11]=[CH:10][C:9]([C:12]2[CH:17]=[C:16]([NH2:18])[CH:15]=[CH:14][C:13]=2[O:21][CH3:22])=[CH:8][CH:7]=1)=[O:5])[CH3:2]. (6) The product is: [C:1]([OH:8])(=[O:7])/[CH:2]=[CH:3]/[C:4]([OH:6])=[O:5].[S:9]1[CH:13]=[CH:12][C:11]2[C:14]([N:18]3[CH2:19][CH2:20][N:21]([CH2:24][CH2:25][CH2:26][O:27][C:28]4[CH:37]=[C:36]5[C:31]([CH2:32][CH2:33][N:34]([CH3:39])[C:35]5=[O:38])=[CH:30][CH:29]=4)[CH2:22][CH2:23]3)=[CH:15][CH:16]=[CH:17][C:10]1=2. Given the reactants [C:1]([OH:8])(=[O:7])/[CH:2]=[CH:3]/[C:4]([OH:6])=[O:5].[S:9]1[CH:13]=[CH:12][C:11]2[C:14]([N:18]3[CH2:23][CH2:22][N:21]([CH2:24][CH2:25][CH2:26][O:27][C:28]4[CH:37]=[C:36]5[C:31]([CH2:32][CH2:33][N:34]([CH3:39])[C:35]5=[O:38])=[CH:30][CH:29]=4)[CH2:20][CH2:19]3)=[CH:15][CH:16]=[CH:17][C:10]1=2, predict the reaction product. (7) Given the reactants [C:1]([O:5][C:6]([NH:8][CH2:9][C@H:10]1[CH2:15][CH2:14][C@H:13]([C:16]([NH:18][C@H:19]([C:37]([NH:39][C:40]2[CH:45]=[CH:44][C:43]([C:46]3[NH:50][C:49]([C:51]([F:59])([F:58])[C:52]([C:55]([OH:57])=[O:56])([F:54])[F:53])=[N:48][N:47]=3)=[CH:42][CH:41]=2)=[O:38])[CH2:20][C:21]2[CH:26]=[CH:25][C:24]([C:27]3[CH:32]=[CH:31][C:30]([C:33]([OH:35])=O)=[CH:29][C:28]=3[CH3:36])=[CH:23][CH:22]=2)=[O:17])[CH2:12][CH2:11]1)=[O:7])([CH3:4])([CH3:3])[CH3:2].[NH2:60][CH:61]1[CH2:66][CH2:65][CH2:64][NH:63][C:62]1=[O:67].C(NC(C)C)(C)C.CN(C(ON1N=NC2C=CC=NC1=2)=[N+](C)C)C.F[P-](F)(F)(F)(F)F, predict the reaction product. The product is: [C:1]([O:5][C:6]([NH:8][CH2:9][C@H:10]1[CH2:15][CH2:14][C@H:13]([C:16]([NH:18][C@@H:19]([CH2:20][C:21]2[CH:26]=[CH:25][C:24]([C:27]3[CH:32]=[CH:31][C:30]([C:33](=[O:35])[NH:60][CH:61]4[CH2:66][CH2:65][CH2:64][NH:63][C:62]4=[O:67])=[CH:29][C:28]=3[CH3:36])=[CH:23][CH:22]=2)[C:37]([NH:39][C:40]2[CH:45]=[CH:44][C:43]([C:46]3[NH:50][C:49]([C:51]([F:59])([F:58])[C:52]([F:53])([F:54])[C:55]([OH:57])=[O:56])=[N:48][N:47]=3)=[CH:42][CH:41]=2)=[O:38])=[O:17])[CH2:12][CH2:11]1)=[O:7])([CH3:3])([CH3:2])[CH3:4]. (8) Given the reactants C1(SC)C=CC=CC=1.FC(F)(F)C(O)=O.C([O:23][C:24]1[CH:51]=[CH:50][C:49]([N:52]2[CH2:57][CH2:56][S:55][CH2:54][CH2:53]2)=[CH:48][C:25]=1[C:26]([NH:28][C:29]1[CH:41]=[C:40]([C:42]2[CH:47]=[CH:46][CH:45]=[CH:44][CH:43]=2)[CH:39]=[CH:38][C:30]=1[C:31]([O:33]C(C)(C)C)=[O:32])=[O:27])C1C=CC=CC=1, predict the reaction product. The product is: [OH:23][C:24]1[CH:51]=[CH:50][C:49]([N:52]2[CH2:53][CH2:54][S:55][CH2:56][CH2:57]2)=[CH:48][C:25]=1[C:26]([NH:28][C:29]1[CH:41]=[C:40]([C:42]2[CH:43]=[CH:44][CH:45]=[CH:46][CH:47]=2)[CH:39]=[CH:38][C:30]=1[C:31]([OH:33])=[O:32])=[O:27]. (9) Given the reactants Br[C:2]1[C:3](Cl)=[N:4][CH:5]=[N:6][CH:7]=1.[N:9]1[C:14]([NH2:15])=[CH:13][CH:12]=[CH:11][C:10]=1[NH2:16].[O:17]([C:24]1[CH:29]=[CH:28][C:27](B(O)O)=[CH:26][CH:25]=1)[C:18]1[CH:23]=[CH:22][CH:21]=[CH:20][CH:19]=1.[C:33](Cl)(=[O:36])[CH:34]=[CH2:35], predict the reaction product. The product is: [O:17]([C:24]1[CH:29]=[CH:28][C:27]([C:2]2[C:3]([NH:15][C:14]3[N:9]=[C:10]([NH:16][C:33](=[O:36])[CH:34]=[CH2:35])[CH:11]=[CH:12][CH:13]=3)=[N:4][CH:5]=[N:6][CH:7]=2)=[CH:26][CH:25]=1)[C:18]1[CH:23]=[CH:22][CH:21]=[CH:20][CH:19]=1. (10) Given the reactants [N+:1]([C:4]1[CH:9]=[CH:8][C:7]([S:10]([CH2:13][CH2:14][C:15]2[CH:20]=[CH:19][C:18]([C:21]([F:24])([F:23])[F:22])=[CH:17][CH:16]=2)(=[O:12])=[O:11])=[CH:6][CH:5]=1)([O-])=O.CO, predict the reaction product. The product is: [F:24][C:21]([F:22])([F:23])[C:18]1[CH:17]=[CH:16][C:15]([CH2:14][CH2:13][S:10]([C:7]2[CH:8]=[CH:9][C:4]([NH2:1])=[CH:5][CH:6]=2)(=[O:11])=[O:12])=[CH:20][CH:19]=1.